This data is from Retrosynthesis with 50K atom-mapped reactions and 10 reaction types from USPTO. The task is: Predict the reactants needed to synthesize the given product. (1) Given the product Nc1cccc(OCC(=O)O)c1, predict the reactants needed to synthesize it. The reactants are: O=C(O)COc1cccc([N+](=O)[O-])c1. (2) The reactants are: C1COCCN1.CCOC(=O)c1nc(Cl)ncc1F. Given the product CCOC(=O)c1nc(Cl)ncc1N1CCOCC1, predict the reactants needed to synthesize it. (3) Given the product CCOC(=O)[C@@H]1O[C@H]1C(=O)NC(CC(C)C)c1ccccc1, predict the reactants needed to synthesize it. The reactants are: CC(C)CC(N)c1ccccc1.CCOC(=O)[C@@H]1O[C@H]1C(=O)[O-].